From a dataset of Forward reaction prediction with 1.9M reactions from USPTO patents (1976-2016). Predict the product of the given reaction. Given the reactants C[O:2][C:3](=[O:26])[C@H:4]([CH2:6][C:7]1[CH:12]=[CH:11][C:10]([C:13]2[C:14](=[O:25])[N:15]([CH3:24])[C:16]([C:20]([F:23])([F:22])[F:21])=[CH:17][C:18]=2[CH3:19])=[CH:9][CH:8]=1)[NH2:5].[Cl:27][C:28]1[CH:36]=[CH:35][CH:34]=[C:33]([CH3:37])[C:29]=1[C:30](Cl)=[O:31], predict the reaction product. The product is: [Cl:27][C:28]1[CH:36]=[CH:35][CH:34]=[C:33]([CH3:37])[C:29]=1[C:30]([NH:5][C@H:4]([C:3]([OH:26])=[O:2])[CH2:6][C:7]1[CH:8]=[CH:9][C:10]([C:13]2[C:14](=[O:25])[N:15]([CH3:24])[C:16]([C:20]([F:23])([F:22])[F:21])=[CH:17][C:18]=2[CH3:19])=[CH:11][CH:12]=1)=[O:31].